This data is from B-cell epitopes from IEDB database with 3,159 antigens for binding position prediction. The task is: Token-level Classification. Given an antigen amino acid sequence, predict which amino acid positions are active epitope sites capable of antibody binding. Output is a list of indices for active positions. (1) Given the antigen sequence: IVCHTTATIPSSAVTCPPGENLCYRKMWCDAFCSSRGKVVELGCAATCPSKKPYEEVTCCSTDKCNHPPKRQPG, which amino acid positions are active epitope sites? The epitope positions are: [65, 66, 67, 68, 69, 70, 71, 72, 73]. The amino acids at these positions are: NHPPKRQPG. (2) The epitope positions are: [42, 43, 44, 45, 46, 47, 48, 49, 50, 51]. The amino acids at these positions are: DPISGHVSLF. Given the antigen sequence: MGTRLLCWVVLGFLGTDHTGAGVSQSPRYKVAKRGQDVALRCDPISGHVSLFWYQQALGQGPEFLTYFQNEAQLDKSGLPSDRFFAERPEGSVSTLKIQRTQKEDSAVYLCASSLA, which amino acid positions are active epitope sites? (3) Given the antigen sequence: MADAKVETHEFTAEISQLMSLIINTVYSNKEIFLRELISNASDALDKIRYQALSDPSQLESEPELFIRIIPQKDQKVLEIRDSGIGMTKADLVNNLGTIAKSGTKSFMEALSAGADVSMIGQFGVGFYSLFLVADHVQVISKHNDDEQYVWESNAGGKFTVTLDETNERLGRGTMLRLFLKEDQLEYLEEKRIKEVVKKHSEFVAYPIQLVVTKEVEKEVPETEEEDKAAEEDDKKPKLEEVKDEEDEKKEKKTKTVKEEVTETEELNKTKPLWTRNPSDITQDEYNAFYKSISNDWEDPLAVKHFSVEGQLEFRAILFVPKRAPFDAFESKKKKNNIKLYVRRVFITDDAEELIPEWLSFIKGVVDSEDLPLNLSREMLQQNKILKVIRKNIVKKMIETFNEISEDQEQFNQFYTAFSKNIKLGIHEDAQNRQSLAKLLRFYSTKSSEEMTSLSDYVTRMPEHQKNIYYITGESIKAVEKSPFLDALKAKNFEVLFMVD..., which amino acid positions are active epitope sites? The epitope positions are: [415, 416, 417, 418, 419, 420]. The amino acids at these positions are: TAFSKN.